From a dataset of Peptide-MHC class I binding affinity with 185,985 pairs from IEDB/IMGT. Regression. Given a peptide amino acid sequence and an MHC pseudo amino acid sequence, predict their binding affinity value. This is MHC class I binding data. (1) The peptide sequence is TENLVIEGPT. The MHC is HLA-B45:01 with pseudo-sequence HLA-B45:01. The binding affinity (normalized) is 0.306. (2) The peptide sequence is LIPETVPYI. The MHC is HLA-A31:01 with pseudo-sequence HLA-A31:01. The binding affinity (normalized) is 0. (3) The peptide sequence is KLKSLYNTV. The MHC is HLA-A26:02 with pseudo-sequence HLA-A26:02. The binding affinity (normalized) is 0.0847. (4) The peptide sequence is FVLAAVYRI. The MHC is HLA-A02:01 with pseudo-sequence HLA-A02:01. The binding affinity (normalized) is 0.841. (5) The peptide sequence is KVRDRNFQL. The MHC is HLA-A02:19 with pseudo-sequence HLA-A02:19. The binding affinity (normalized) is 0.0847. (6) The peptide sequence is ILSKIPYLR. The MHC is HLA-A11:01 with pseudo-sequence HLA-A11:01. The binding affinity (normalized) is 0.683. (7) The MHC is HLA-A80:01 with pseudo-sequence HLA-A80:01. The binding affinity (normalized) is 0.0847. The peptide sequence is YEQYECLTD. (8) The peptide sequence is KEKGGLDGL. The MHC is HLA-A26:01 with pseudo-sequence HLA-A26:01. The binding affinity (normalized) is 0. (9) The peptide sequence is YHLGGIEGL. The MHC is HLA-B57:01 with pseudo-sequence HLA-B57:01. The binding affinity (normalized) is 0.0847. (10) The peptide sequence is YHSQGSWYK. The MHC is HLA-B40:01 with pseudo-sequence HLA-B40:01. The binding affinity (normalized) is 0.0847.